This data is from Catalyst prediction with 721,799 reactions and 888 catalyst types from USPTO. The task is: Predict which catalyst facilitates the given reaction. (1) Reactant: FC(F)(F)S(O[C:7]1[CH:12]=[CH:11][CH:10]=[CH:9][C:8]=1[S:13][CH3:14])(=O)=O.FC(F)(F)S(O[C:23]1[C:32]([S:33][CH3:34])=[CH:31][C:30]2[C:25](=[CH:26][CH:27]=[C:28]([CH:35]([CH3:40])[CH2:36][CH2:37][CH2:38][CH3:39])[CH:29]=2)[CH:24]=1)(=O)=O.[CH2:43]([Sn](CCCC)(CCCC)/C=C/[Sn](CCCC)(CCCC)CCCC)[CH2:44]CC. Product: [CH3:40][CH:35]([C:28]1[CH:29]=[C:30]2[C:25](=[CH:26][CH:27]=1)[CH:24]=[C:23](/[CH:43]=[CH:44]/[C:7]1[CH:12]=[CH:11][CH:10]=[CH:9][C:8]=1[S:13][CH3:14])[C:32]([S:33][CH3:34])=[CH:31]2)[CH2:36][CH2:37][CH2:38][CH3:39]. The catalyst class is: 339. (2) Reactant: [C:12]([O:11][C:9](O[C:9]([O:11][C:12]([CH3:15])([CH3:14])[CH3:13])=[O:10])=[O:10])([CH3:15])([CH3:14])[CH3:13].C(N(CC)CC)C.[Br:23][C:24]1[CH:25]=[C:26]2[C:30](=[CH:31][CH:32]=1)[NH:29][N:28]=[CH:27]2. Product: [C:12]([O:11][C:9]([N:29]1[C:30]2[C:26](=[CH:25][C:24]([Br:23])=[CH:32][CH:31]=2)[CH:27]=[N:28]1)=[O:10])([CH3:13])([CH3:14])[CH3:15]. The catalyst class is: 7. (3) Reactant: [C:1]([CH:4]([C:20](=[O:23])[CH2:21][CH3:22])[CH2:5][C:6]([C:8]1[CH:9]=[C:10]2[C:15](=[CH:16][CH:17]=1)[O:14][C:13]([CH3:19])([CH3:18])[CH2:12][CH2:11]2)=O)(=O)[CH3:2].[NH2:24][C:25]1[CH:30]=[CH:29][C:28]([S:31]([NH2:34])(=[O:33])=[O:32])=[CH:27][CH:26]=1.N. Product: [CH3:19][C:13]1([CH3:18])[CH2:12][CH2:11][C:10]2[C:15](=[CH:16][CH:17]=[C:8]([C:6]3[N:24]([C:25]4[CH:30]=[CH:29][C:28]([S:31]([NH2:34])(=[O:32])=[O:33])=[CH:27][CH:26]=4)[C:1]([CH3:2])=[C:4]([C:20](=[O:23])[CH2:21][CH3:22])[CH:5]=3)[CH:9]=2)[O:14]1. The catalyst class is: 671. (4) Reactant: [NH2:1][C:2]1[CH:10]=[C:9]2[C:5]([C:6]([CH3:18])([CH3:17])[C:7](=[O:16])[N:8]2[CH2:11][CH2:12][CH2:13][CH2:14][CH3:15])=[CH:4][C:3]=1[NH:19][CH:20]([CH3:22])[CH3:21].Br[C:24]#[N:25]. Product: [NH2:25][C:24]1[N:19]([CH:20]([CH3:21])[CH3:22])[C:3]2=[CH:4][C:5]3[C:6]([CH3:18])([CH3:17])[C:7](=[O:16])[N:8]([CH2:11][CH2:12][CH2:13][CH2:14][CH3:15])[C:9]=3[CH:10]=[C:2]2[N:1]=1. The catalyst class is: 90. (5) Reactant: C([Li])CCC.Br[C:7]1[CH:12]=[CH:11][CH:10]=[C:9]([CH3:13])[N:8]=1.[O:14]1[CH:18]=[CH:17][CH:16]=[C:15]1[CH:19]=[O:20]. Product: [O:14]1[CH:18]=[CH:17][CH:16]=[C:15]1[CH:19]([C:7]1[CH:12]=[CH:11][CH:10]=[C:9]([CH3:13])[N:8]=1)[OH:20]. The catalyst class is: 1.